Task: Predict the product of the given reaction.. Dataset: Forward reaction prediction with 1.9M reactions from USPTO patents (1976-2016) (1) Given the reactants [CH2:1]([Li])CCC.[CH:6](NC(C)C)(C)C.[Br:13][C:14]1[CH:15]=[C:16]2[C:21](=[CH:22][CH:23]=1)[CH2:20][NH:19][C:18](=[O:24])[CH2:17]2.[Br:25][C:26]1[CH:27]=[CH:28][CH:29]=[C:30]2[C:35]=1[CH2:34][NH:33][C:32](=[O:36])[CH2:31]2.IC.Cl, predict the reaction product. The product is: [Br:13][C:14]1[CH:15]=[C:16]2[C:21](=[CH:22][CH:23]=1)[CH2:20][NH:19][C:18](=[O:24])[CH:17]2[CH3:1].[Br:25][C:26]1[CH:27]=[CH:28][CH:29]=[C:30]2[C:35]=1[CH2:34][NH:33][C:32](=[O:36])[CH:31]2[CH3:6]. (2) Given the reactants [OH:1][CH2:2][C:3]1[C:8]([OH:9])=[CH:7][CH:6]=[C:5]([CH3:10])[N:4]=1.I[CH2:12][CH3:13].C(=O)([O-])[O-].[K+].[K+].O, predict the reaction product. The product is: [CH2:12]([O:9][C:8]1[C:3]([CH2:2][OH:1])=[N:4][C:5]([CH3:10])=[CH:6][CH:7]=1)[CH3:13]. (3) Given the reactants Br[C:2]1[C:11]2[C:6](=[CH:7][CH:8]=[C:9]([OH:12])[CH:10]=2)[C:5](=[O:13])[N:4]([C:14]2[CH:19]=[CH:18][C:17]([OH:20])=[CH:16][CH:15]=2)[CH:3]=1.C(=O)([O-])[O-].[Cs+].[Cs+].[F:27][C:28]1[CH:29]=[C:30](B(O)O)[CH:31]=[C:32]([F:35])[C:33]=1[F:34], predict the reaction product. The product is: [OH:12][C:9]1[CH:10]=[C:11]2[C:6](=[CH:7][CH:8]=1)[C:5](=[O:13])[N:4]([C:14]1[CH:19]=[CH:18][C:17]([OH:20])=[CH:16][CH:15]=1)[CH:3]=[C:2]2[C:30]1[CH:29]=[C:28]([F:27])[C:33]([F:34])=[C:32]([F:35])[CH:31]=1. (4) Given the reactants C([O:5][C:6](=[O:33])[CH2:7][CH2:8][N:9]([C:18]1[S:19][CH:20]=[C:21]([C@H:23]2[CH2:28][CH2:27][C@H:26]([C:29]([CH3:32])([CH3:31])[CH3:30])[CH2:25][CH2:24]2)[N:22]=1)[CH2:10][C:11]1[S:12][C:13]([CH2:16][CH3:17])=[CH:14][CH:15]=1)(C)(C)C.[OH-].[Na+].C1COCC1, predict the reaction product. The product is: [C:29]([C@H:26]1[CH2:27][CH2:28][C@H:23]([C:21]2[N:22]=[C:18]([N:9]([CH2:10][C:11]3[S:12][C:13]([CH2:16][CH3:17])=[CH:14][CH:15]=3)[CH2:8][CH2:7][C:6]([OH:33])=[O:5])[S:19][CH:20]=2)[CH2:24][CH2:25]1)([CH3:31])([CH3:32])[CH3:30]. (5) Given the reactants CS(C)=O.[F:5][C:6]1[C:7]([C:12]2([C:16]#[N:17])[CH2:15][CH2:14][CH2:13]2)=[N:8][CH:9]=[CH:10][CH:11]=1.C(=O)([O-])[O-:19].[K+].[K+].OO, predict the reaction product. The product is: [F:5][C:6]1[C:7]([C:12]2([C:16]([NH2:17])=[O:19])[CH2:15][CH2:14][CH2:13]2)=[N:8][CH:9]=[CH:10][CH:11]=1. (6) Given the reactants [NH2:1][C:2]1[N:3]=[C:4]([O:35][CH3:36])[C:5]2[C:10]([C:11]3[CH:16]=[CH:15][CH:14]=[CH:13][CH:12]=3)=[C:9]([C:17]3[CH:22]=[CH:21][C:20]([C:23]4([NH:27][C:28](=[O:34])[O:29][C:30]([CH3:33])([CH3:32])[CH3:31])[CH2:26][CH2:25][CH2:24]4)=[CH:19][CH:18]=3)[O:8][C:6]=2[N:7]=1.[C:37](Cl)(=[O:39])[CH3:38], predict the reaction product. The product is: [C:37]([NH:1][C:2]1[N:3]=[C:4]([O:35][CH3:36])[C:5]2[C:10]([C:11]3[CH:12]=[CH:13][CH:14]=[CH:15][CH:16]=3)=[C:9]([C:17]3[CH:22]=[CH:21][C:20]([C:23]4([NH:27][C:28](=[O:34])[O:29][C:30]([CH3:32])([CH3:33])[CH3:31])[CH2:26][CH2:25][CH2:24]4)=[CH:19][CH:18]=3)[O:8][C:6]=2[N:7]=1)(=[O:39])[CH3:38].